The task is: Predict the product of the given reaction.. This data is from Forward reaction prediction with 1.9M reactions from USPTO patents (1976-2016). (1) Given the reactants Br[CH2:2][C:3]1[O:7][C:6]([C:8]([C:10]2[CH:15]=[CH:14][CH:13]=[CH:12][CH:11]=2)=[O:9])=[N:5][CH:4]=1.C1COCC1.[CH3:21][NH:22][CH3:23], predict the reaction product. The product is: [CH3:21][N:22]([CH2:2][C:3]1[O:7][C:6]([C:8]([C:10]2[CH:15]=[CH:14][CH:13]=[CH:12][CH:11]=2)=[O:9])=[N:5][CH:4]=1)[CH3:23]. (2) Given the reactants [Br:1][C:2]1[C:7](=[O:8])[N:6]2[CH:9]=[CH:10][CH:11]=[CH:12][C:5]2=[N:4][C:3]=1[CH2:13][OH:14].C([O-])(O)=O.[Na+].CC(OI1(OC(C)=O)(OC(C)=O)OC(=O)C2C=CC=CC1=2)=O, predict the reaction product. The product is: [Br:1][C:2]1[C:7](=[O:8])[N:6]2[CH:9]=[CH:10][CH:11]=[CH:12][C:5]2=[N:4][C:3]=1[CH:13]=[O:14]. (3) Given the reactants [C@H:1]1([NH:10][C:11]2[CH:20]=[CH:19][C:18]3[C:13](=[CH:14][CH:15]=[C:16]([NH2:21])[CH:17]=3)[N:12]=2)[C:9]2[C:4](=[CH:5][CH:6]=[CH:7][CH:8]=2)[CH2:3][CH2:2]1.C(N(CC)CC)C.Cl[C:30](Cl)([O:32]C(=O)OC(Cl)(Cl)Cl)Cl.[NH2:41][C:42]1[CH:47]=[CH:46][N:45]=[C:44]([Cl:48])[CH:43]=1, predict the reaction product. The product is: [Cl:48][C:44]1[CH:43]=[C:42]([NH:41][C:30]([NH:21][C:16]2[CH:17]=[C:18]3[C:13](=[CH:14][CH:15]=2)[N:12]=[C:11]([NH:10][C@H:1]2[C:9]4[C:4](=[CH:5][CH:6]=[CH:7][CH:8]=4)[CH2:3][CH2:2]2)[CH:20]=[CH:19]3)=[O:32])[CH:47]=[CH:46][N:45]=1. (4) The product is: [CH2:18]([O:17][C:15](=[O:16])[CH:14]([NH:13][C:10](=[O:12])[CH2:9][C:4]1[CH:5]=[CH:6][C:7]([Cl:8])=[C:2]([Cl:1])[CH:3]=1)[CH2:22][CH3:23])[CH:19]([CH3:20])[CH3:21]. Given the reactants [Cl:1][C:2]1[CH:3]=[C:4]([CH2:9][C:10]([OH:12])=O)[CH:5]=[CH:6][C:7]=1[Cl:8].[NH2:13][CH:14]([CH2:22][CH3:23])[C:15]([O:17][CH2:18][CH:19]([CH3:21])[CH3:20])=[O:16], predict the reaction product. (5) Given the reactants CCN(C(C)C)C(C)C.[Br:10][C:11]1[CH:12]=[CH:13][CH:14]=[C:15]2[C:20]=1[O:19][C:18](=[O:21])[C:17]([C:22]([OH:24])=O)=[CH:16]2.CN(C(ON1N=NC2C=CC=NC1=2)=[N+](C)C)C.F[P-](F)(F)(F)(F)F.[N:49]1[C:50]([C:58]2[CH:59]=[C:60]([NH2:64])[CH:61]=[CH:62][CH:63]=2)=[CH:51][N:52]2[CH:57]=[CH:56][CH:55]=[CH:54][C:53]=12, predict the reaction product. The product is: [N:49]1[C:50]([C:58]2[CH:59]=[C:60]([NH:64][C:22]([C:17]3[C:18](=[O:21])[O:19][C:20]4[C:15]([CH:16]=3)=[CH:14][CH:13]=[CH:12][C:11]=4[Br:10])=[O:24])[CH:61]=[CH:62][CH:63]=2)=[CH:51][N:52]2[CH:57]=[CH:56][CH:55]=[CH:54][C:53]=12.